Dataset: Forward reaction prediction with 1.9M reactions from USPTO patents (1976-2016). Task: Predict the product of the given reaction. (1) Given the reactants [NH2:1][C:2]1[C:11]([C:12]#[N:13])=[C:10](O)[C:9]2[C:4](=[CH:5][CH:6]=[CH:7][CH:8]=2)[N:3]=1.P(Cl)(Cl)([Cl:17])=O, predict the reaction product. The product is: [NH2:1][C:2]1[C:11]([C:12]#[N:13])=[C:10]([Cl:17])[C:9]2[C:4](=[CH:5][CH:6]=[CH:7][CH:8]=2)[N:3]=1. (2) Given the reactants C(Cl)(=O)C(Cl)=O.CS(C)=O.[C:11]([N:18]1[CH2:24][CH2:23][CH2:22][C@H:19]1[CH2:20][OH:21])([O:13]C(C)(C)C)=[O:12].C(N(CC)CC)C, predict the reaction product. The product is: [CH:20]([C@@H:19]1[CH2:22][CH2:23][CH2:24][N:18]1[C:11]([OH:13])=[O:12])=[O:21]. (3) The product is: [CH:43]1([NH:38][C:39](=[O:46])[NH:1][C:2]2[CH:36]=[CH:35][C:5]([O:6][C:7]3[CH:12]=[CH:11][N:10]=[C:9]4[CH:13]=[C:14]([C:16]5[N:17]=[CH:18][N:19]([CH2:21][CH2:22][N:23]([CH2:31][CH2:32][O:33][CH3:34])[C:24](=[O:30])[O:25][C:26]([CH3:28])([CH3:29])[CH3:27])[CH:20]=5)[S:15][C:8]=34)=[C:4]([F:37])[CH:3]=2)[CH2:41][CH2:42]1. Given the reactants [NH2:1][C:2]1[CH:36]=[CH:35][C:5]([O:6][C:7]2[CH:12]=[CH:11][N:10]=[C:9]3[CH:13]=[C:14]([C:16]4[N:17]=[CH:18][N:19]([CH2:21][CH2:22][N:23]([CH2:31][CH2:32][O:33][CH3:34])[C:24](=[O:30])[O:25][C:26]([CH3:29])([CH3:28])[CH3:27])[CH:20]=4)[S:15][C:8]=23)=[C:4]([F:37])[CH:3]=1.[N:38]1[CH:43]=[CH:42][CH:41]=C[CH:39]=1.ClC(OC1C=CC=CC=1)=[O:46].C1(N)CC1, predict the reaction product. (4) Given the reactants [CH3:1][N:2]1[C:10]2[C:9]([N:11]3[CH2:16][CH2:15][O:14][CH2:13][CH2:12]3)=[N:8][C:7]([C:17]3[CH:18]=[C:19]([CH2:23][OH:24])[CH:20]=[CH:21][CH:22]=3)=[N:6][C:5]=2[CH:4]=[CH:3]1.[CH2:25]=O.[NH:27]1[CH2:31][CH2:30][CH2:29][CH2:28]1, predict the reaction product. The product is: [CH3:1][N:2]1[C:10]2[C:9]([N:11]3[CH2:16][CH2:15][O:14][CH2:13][CH2:12]3)=[N:8][C:7]([C:17]3[CH:18]=[C:19]([CH2:23][OH:24])[CH:20]=[CH:21][CH:22]=3)=[N:6][C:5]=2[C:4]([CH2:25][N:27]2[CH2:31][CH2:30][CH2:29][CH2:28]2)=[CH:3]1. (5) The product is: [OH:34][CH2:33][CH2:35][NH:36][C:4]([C:6]1[C:7]2[S:15][CH:14]=[C:13]([CH2:16][O:17][C:18]3[CH:23]=[CH:22][CH:21]=[C:20]([O:24][CH2:25][C:26]4[CH:27]=[CH:28][C:29]([Cl:32])=[CH:30][CH:31]=4)[CH:19]=3)[C:8]=2[C:9]([NH2:12])=[N:10][CH:11]=1)=[O:5]. Given the reactants C(O[C:4]([C:6]1[C:7]2[S:15][CH:14]=[C:13]([CH2:16][O:17][C:18]3[CH:23]=[CH:22][CH:21]=[C:20]([O:24][CH2:25][C:26]4[CH:31]=[CH:30][C:29]([Cl:32])=[CH:28][CH:27]=4)[CH:19]=3)[C:8]=2[C:9]([NH2:12])=[N:10][CH:11]=1)=[O:5])C.[CH2:33]([CH2:35][NH2:36])[OH:34], predict the reaction product.